The task is: Regression. Given a peptide amino acid sequence and an MHC pseudo amino acid sequence, predict their binding affinity value. This is MHC class II binding data.. This data is from Peptide-MHC class II binding affinity with 134,281 pairs from IEDB. (1) The peptide sequence is AILPEYGTLGLECSP. The MHC is DRB1_1302 with pseudo-sequence DRB1_1302. The binding affinity (normalized) is 0.286. (2) The peptide sequence is TDRESLRNLRGYYN. The MHC is DRB4_0101 with pseudo-sequence DRB4_0103. The binding affinity (normalized) is 0.147. (3) The peptide sequence is SEFEDVIPEGWKADTSYSAK. The MHC is DRB1_0401 with pseudo-sequence DRB1_0401. The binding affinity (normalized) is 0.262. (4) The peptide sequence is VGAATGAATAATGGY. The MHC is HLA-DPA10201-DPB10101 with pseudo-sequence HLA-DPA10201-DPB10101. The binding affinity (normalized) is 0. (5) The peptide sequence is LNYMSPHHKKLAQAV. The MHC is HLA-DQA10201-DQB10301 with pseudo-sequence HLA-DQA10201-DQB10301. The binding affinity (normalized) is 0.215. (6) The peptide sequence is VIPEGWKADTCYESK. The MHC is DRB1_0901 with pseudo-sequence DRB1_0901. The binding affinity (normalized) is 0.281.